This data is from Full USPTO retrosynthesis dataset with 1.9M reactions from patents (1976-2016). The task is: Predict the reactants needed to synthesize the given product. (1) Given the product [CH2:3]([O:4][CH2:5][C:2]1([CH3:1])[CH2:3][O:4][CH2:5]1)[CH:2]=[CH2:1], predict the reactants needed to synthesize it. The reactants are: [CH3:1][CH:2]1[CH2:5][O:4][CH:3]1CO.[H-].[Na+].[H][H].[Cl-]. (2) Given the product [F:13][C:14]1[CH:15]=[C:16]([CH:19]=[CH:20][CH:21]=1)[CH2:17][O:18][C:2]1[CH:9]=[CH:8][C:7]([N+:10]([O-:12])=[O:11])=[CH:6][C:3]=1[C:4]#[N:5], predict the reactants needed to synthesize it. The reactants are: F[C:2]1[CH:9]=[CH:8][C:7]([N+:10]([O-:12])=[O:11])=[CH:6][C:3]=1[C:4]#[N:5].[F:13][C:14]1[CH:15]=[C:16]([CH:19]=[CH:20][CH:21]=1)[CH2:17][OH:18].C([O-])([O-])=O.[K+].[K+]. (3) Given the product [CH2:19]([O:1][C:2]1[CH:7]=[CH:6][CH:5]=[CH:4][C:3]=1[C:8](=[O:10])[CH3:9])[CH:18]=[CH2:17], predict the reactants needed to synthesize it. The reactants are: [OH:1][C:2]1[CH:7]=[CH:6][CH:5]=[CH:4][C:3]=1[C:8](=[O:10])[CH3:9].C(=O)([O-])[O-].[K+].[K+].[CH2:17](Br)[CH:18]=[CH2:19]. (4) Given the product [CH3:16][O:15][C:13]1[CH:12]=[C:7]([C:8](=[O:10])[CH:27]([C:24]2[CH:25]=[CH:26][C:21]([O:20][CH:17]([CH3:19])[CH3:18])=[CH:22][CH:23]=2)[C:28]([O:30][CH3:31])=[O:29])[CH:6]=[C:5]([O:4][CH3:3])[CH:14]=1, predict the reactants needed to synthesize it. The reactants are: [H-].[Na+].[CH3:3][O:4][C:5]1[CH:6]=[C:7]([CH:12]=[C:13]([O:15][CH3:16])[CH:14]=1)[C:8]([O:10]C)=O.[CH:17]([O:20][C:21]1[CH:26]=[CH:25][C:24]([CH2:27][C:28]([O:30][CH3:31])=[O:29])=[CH:23][CH:22]=1)([CH3:19])[CH3:18].C(O)(=O)C.